This data is from Full USPTO retrosynthesis dataset with 1.9M reactions from patents (1976-2016). The task is: Predict the reactants needed to synthesize the given product. (1) Given the product [CH:26]1([S:32]([N:2]2[CH2:3][CH2:4][CH:5]([N:8]3[N:12]=[C:11]([CH2:13][O:14][C:15]4[CH:16]=[CH:17][C:18]([N:21]5[CH:25]=[N:24][N:23]=[N:22]5)=[N:19][CH:20]=4)[CH:10]=[N:9]3)[CH2:6][CH2:7]2)(=[O:34])=[O:33])[CH2:31][CH2:30][CH2:29][CH2:28][CH2:27]1, predict the reactants needed to synthesize it. The reactants are: Cl.[NH:2]1[CH2:7][CH2:6][CH:5]([N:8]2[N:12]=[C:11]([CH2:13][O:14][C:15]3[CH:16]=[CH:17][C:18]([N:21]4[CH:25]=[N:24][N:23]=[N:22]4)=[N:19][CH:20]=3)[CH:10]=[N:9]2)[CH2:4][CH2:3]1.[CH:26]1([S:32](Cl)(=[O:34])=[O:33])[CH2:31][CH2:30][CH2:29][CH2:28][CH2:27]1. (2) Given the product [N:17]12[CH2:24][CH2:23][CH:20]([CH2:21][CH2:22]1)[C@@H:19]([O:10][C:9](=[O:11])[C:8](=[O:7])[C:12]1[O:13][CH:14]=[CH:15][CH:16]=1)[CH2:18]2, predict the reactants needed to synthesize it. The reactants are: C(Cl)(=O)C(Cl)=O.[O:7]=[C:8]([C:12]1[O:13][CH:14]=[CH:15][CH:16]=1)[C:9]([OH:11])=[O:10].[N:17]12[CH2:24][CH2:23][CH:20]([CH2:21][CH2:22]1)[C@@H:19](O)[CH2:18]2. (3) Given the product [N:31]1[CH:36]=[CH:35][C:34]([CH2:37][CH2:38][C:39]([NH:12][C:13]2[N:28]=[CH:27][C:16]3[N:17]([CH:24]([CH3:26])[CH3:25])[C:18]4[C:23]([C:15]=3[C:14]=2[CH2:29][CH3:30])=[CH:22][CH:21]=[CH:20][CH:19]=4)=[O:40])=[CH:33][CH:32]=1, predict the reactants needed to synthesize it. The reactants are: CCN=C=NCCCN(C)C.[NH2:12][C:13]1[N:28]=[CH:27][C:16]2[N:17]([CH:24]([CH3:26])[CH3:25])[C:18]3[C:23]([C:15]=2[C:14]=1[CH2:29][CH3:30])=[CH:22][CH:21]=[CH:20][CH:19]=3.[N:31]1[CH:36]=[CH:35][C:34]([CH2:37][CH2:38][C:39](O)=[O:40])=[CH:33][CH:32]=1. (4) Given the product [CH3:7][S:8]([O:11][C:12]1[CH:17]=[CH:16][CH:15]=[C:14]([Cl:18])[C:13]=1[CH:19]1[O:1][N:2]=[C:3]([C:4](=[O:5])[CH3:6])[CH2:20]1)(=[O:9])=[O:10], predict the reactants needed to synthesize it. The reactants are: [OH:1][N:2]=[CH:3][C:4]([CH3:6])=[O:5].[CH3:7][S:8]([O:11][C:12]1[CH:17]=[CH:16][CH:15]=[C:14]([Cl:18])[C:13]=1[CH:19]=[CH2:20])(=[O:10])=[O:9].C(=O)([O-])O.[K+].ClN1C(=O)CCC1=O. (5) Given the product [Cl:1][C:2]1[C:3]([O:38][C@H:35]2[CH2:36][CH2:37][C:32]([F:31])([F:45])[CH2:33][C@@H:34]2[C:39]2[N:43]([CH3:44])[N:42]=[CH:41][CH:40]=2)=[CH:4][C:5]([F:29])=[C:6]([S:8]([N:11]([CH2:18][C:19]2[CH:24]=[CH:23][C:22]([O:25][CH3:26])=[CH:21][C:20]=2[O:27][CH3:28])[C:12]2[CH:17]=[CH:16][N:15]=[CH:14][N:13]=2)(=[O:10])=[O:9])[CH:7]=1, predict the reactants needed to synthesize it. The reactants are: [Cl:1][C:2]1[C:3](F)=[CH:4][C:5]([F:29])=[C:6]([S:8]([N:11]([CH2:18][C:19]2[CH:24]=[CH:23][C:22]([O:25][CH3:26])=[CH:21][C:20]=2[O:27][CH3:28])[C:12]2[CH:17]=[CH:16][N:15]=[CH:14][N:13]=2)(=[O:10])=[O:9])[CH:7]=1.[F:31][C:32]1([F:45])[CH2:37][CH2:36][C@H:35]([OH:38])[C@@H:34]([C:39]2[N:43]([CH3:44])[N:42]=[CH:41][CH:40]=2)[CH2:33]1.[H-].[Na+]. (6) Given the product [OH:3][CH:4]1[CH:9]2[O:14][S:11](=[O:12])(=[O:13])[CH:7]3[CH:8]2[O:10][CH:5]1[CH2:6]3, predict the reactants needed to synthesize it. The reactants are: [OH-].[Na+].[O:3]1[C:9]2[CH:8]3[O:10][CH:5]([CH2:6][CH:7]3[S:11]([O:14]C)(=[O:13])=[O:12])[C:4]1=2.Cl.